From a dataset of Catalyst prediction with 721,799 reactions and 888 catalyst types from USPTO. Predict which catalyst facilitates the given reaction. (1) Product: [F:27][C:24]([F:25])([F:26])[O:23][C:20]1[CH:21]=[CH:22][C:17]([O:16][C:15]2[C:10](=[O:9])[NH:11][CH:12]=[CH:13][CH:14]=2)=[CH:18][CH:19]=1. Reactant: [I-].[Na+].C[Si](Cl)(C)C.C[O:9][C:10]1[C:15]([O:16][C:17]2[CH:22]=[CH:21][C:20]([O:23][C:24]([F:27])([F:26])[F:25])=[CH:19][CH:18]=2)=[CH:14][CH:13]=[CH:12][N:11]=1.C(=O)([O-])O.[Na+]. The catalyst class is: 10. (2) Reactant: [CH3:1][O:2][C:3]1[CH:4]=[C:5]([CH:7]=[CH:8][C:9]=1[N:10]1[CH:14]=[C:13]([CH3:15])[N:12]=[CH:11]1)[NH2:6].Br[C:17]1[N:21]=[C:20]([N:22]2[CH2:25][CH2:24][CH:23]2[C:26]2[CH:31]=[CH:30][CH:29]=[CH:28][CH:27]=2)[N:19]([CH3:32])[N:18]=1.CC1(C)C2C=CC=C(P(C3C=CC=CC=3)C3C=CC=CC=3)C=2OC2C1=CC=CC=2P(C1C=CC=CC=1)C1C=CC=CC=1.C(=O)([O-])[O-].[Cs+].[Cs+]. Product: [CH3:1][O:2][C:3]1[CH:4]=[C:5]([NH:6][C:17]2[N:21]=[C:20]([N:22]3[CH2:25][CH2:24][CH:23]3[C:26]3[CH:27]=[CH:28][CH:29]=[CH:30][CH:31]=3)[N:19]([CH3:32])[N:18]=2)[CH:7]=[CH:8][C:9]=1[N:10]1[CH:14]=[C:13]([CH3:15])[N:12]=[CH:11]1. The catalyst class is: 584. (3) Reactant: [CH2:1]([C:4]1[C:8]2[CH2:9][N:10]([C:13]([O:15]C(C)(C)C)=O)[CH2:11][CH2:12][C:7]=2[NH:6][N:5]=1)[CH2:2][CH3:3].C(O)(C(F)(F)F)=O.[Cl:27][C:28]1[CH:33]=[CH:32][CH:31]=[C:30]([N:34]=C=O)[CH:29]=1. Product: [Cl:27][C:28]1[CH:29]=[C:30]([NH:34][C:13]([N:10]2[CH2:11][CH2:12][C:7]3[NH:6][N:5]=[C:4]([CH2:1][CH2:2][CH3:3])[C:8]=3[CH2:9]2)=[O:15])[CH:31]=[CH:32][CH:33]=1. The catalyst class is: 2. (4) Reactant: C([Li])CCC.[Cl:6][C:7]1[N:8]=[C:9]2[CH:14]=[CH:13][CH:12]=[CH:11][N:10]2[CH:15]=1.[C:16](Cl)(=[O:20])[O:17][CH2:18][CH3:19]. Product: [Cl:6][C:7]1[N:8]=[C:9]2[CH:14]=[CH:13][CH:12]=[CH:11][N:10]2[C:15]=1[C:16]([O:17][CH2:18][CH3:19])=[O:20]. The catalyst class is: 1. (5) Reactant: [F:1][C:2]1[CH:3]=[C:4]([CH:8]([C:10]2[N:11]([CH3:16])[C:12](Cl)=[N:13][CH:14]=2)[OH:9])[CH:5]=[CH:6][CH:7]=1.[N:17]1([CH2:23][CH2:24][CH2:25][NH2:26])[CH2:22][CH2:21][CH2:20][CH2:19][CH2:18]1.C(N(C(C)C)CC)(C)C. Product: [F:1][C:2]1[CH:3]=[C:4]([CH:8]([C:10]2[N:11]([CH3:16])[C:12]([NH:26][CH2:25][CH2:24][CH2:23][N:17]3[CH2:22][CH2:21][CH2:20][CH2:19][CH2:18]3)=[N:13][CH:14]=2)[OH:9])[CH:5]=[CH:6][CH:7]=1. The catalyst class is: 1. (6) Reactant: Cl.[O:2]=[C:3]1[NH:8][CH:7]=[C:6]([C:9]2[CH:10]=[C:11]3[C:21](=[CH:22][CH:23]=2)[O:20][C:14]2([CH2:19][CH2:18][NH:17][CH2:16][CH2:15]2)[CH2:13][C:12]3=[O:24])[CH:5]=[CH:4]1.[CH:25]1([N:28]2[C:36]3[C:31](=[C:32]([C:40]4[NH:44][N:43]=[N:42][N:41]=4)[CH:33]=[C:34]([C:37](O)=[O:38])[CH:35]=3)[CH:30]=[CH:29]2)[CH2:27][CH2:26]1.CCN=C=NCCCN(C)C.C1C=CC2N(O)N=NC=2C=1.Cl. Product: [CH:25]1([N:28]2[C:36]3[C:31](=[C:32]([C:40]4[NH:44][N:43]=[N:42][N:41]=4)[CH:33]=[C:34]([C:37]([N:17]4[CH2:18][CH2:19][C:14]5([CH2:13][C:12](=[O:24])[C:11]6[C:21](=[CH:22][CH:23]=[C:9]([C:6]7[CH:5]=[CH:4][C:3](=[O:2])[NH:8][CH:7]=7)[CH:10]=6)[O:20]5)[CH2:15][CH2:16]4)=[O:38])[CH:35]=3)[CH:30]=[CH:29]2)[CH2:26][CH2:27]1. The catalyst class is: 851.